From a dataset of Forward reaction prediction with 1.9M reactions from USPTO patents (1976-2016). Predict the product of the given reaction. (1) Given the reactants [CH3:1][C:2]1[CH:11]=[CH:10][C:9]2[C:4](=[CH:5][CH:6]=[CH:7][C:8]=2[N:12]2[CH2:17][CH2:16][NH:15][C@H:14]([CH3:18])[CH2:13]2)[N:3]=1.CS(O[CH2:24][CH2:25][C:26]1[CH:31]=[CH:30][CH:29]=[C:28]([N:32]2[CH2:36][CH2:35][O:34][C:33]2=[O:37])[CH:27]=1)(=O)=O, predict the reaction product. The product is: [CH3:18][C@@H:14]1[CH2:13][N:12]([C:8]2[CH:7]=[CH:6][CH:5]=[C:4]3[C:9]=2[CH:10]=[CH:11][C:2]([CH3:1])=[N:3]3)[CH2:17][CH2:16][N:15]1[CH2:24][CH2:25][C:26]1[CH:27]=[C:28]([N:32]2[CH2:36][CH2:35][O:34][C:33]2=[O:37])[CH:29]=[CH:30][CH:31]=1. (2) Given the reactants CO[C:3](=[O:22])/[C:4](/[O:14][CH2:15][C:16]1[CH:21]=[CH:20][CH:19]=[CH:18][CH:17]=1)=[C:5](\O)/[C:6]([O:8][C:9]([CH3:12])([CH3:11])[CH3:10])=[O:7].Cl.[CH3:24][C:25]([C:31]1[CH:36]=[CH:35][CH:34]=[CH:33][CH:32]=1)([CH3:30])[CH2:26][C:27](=[NH:29])[NH2:28].C[O-].[Na+].Cl, predict the reaction product. The product is: [CH2:15]([O:14][C:4]1[C:5]([C:6]([O:8][C:9]([CH3:10])([CH3:11])[CH3:12])=[O:7])=[N:28][C:27]([CH2:26][C:25]([CH3:30])([C:31]2[CH:36]=[CH:35][CH:34]=[CH:33][CH:32]=2)[CH3:24])=[N:29][C:3]=1[OH:22])[C:16]1[CH:17]=[CH:18][CH:19]=[CH:20][CH:21]=1. (3) Given the reactants [C:1]([C:5]1[CH:6]=[CH:7][C:8]([CH3:20])=[C:9]([CH:19]=1)[O:10][C:11]1[S:12][CH:13]=[C:14]([C:16]([OH:18])=O)[N:15]=1)([CH3:4])([CH3:3])[CH3:2].[NH2:21][C:22]1[C:23]([O:35][CH3:36])=[N:24][C:25]([NH:30][CH2:31][CH2:32][C:33]#[N:34])=[N:26][C:27]=1[O:28][CH3:29].C(N(CC)CC)C.CN(C(ON1N=NC2C=CC=CC1=2)=[N+](C)C)C.F[P-](F)(F)(F)(F)F.C(=O)(O)[O-].[Na+], predict the reaction product. The product is: [C:1]([C:5]1[CH:6]=[CH:7][C:8]([CH3:20])=[C:9]([CH:19]=1)[O:10][C:11]1[S:12][CH:13]=[C:14]([C:16]([NH:21][C:22]2[C:27]([O:28][CH3:29])=[N:26][C:25]([NH:30][CH2:31][CH2:32][C:33]#[N:34])=[N:24][C:23]=2[O:35][CH3:36])=[O:18])[N:15]=1)([CH3:2])([CH3:3])[CH3:4]. (4) Given the reactants Cl[C:2]1[N:7]=[CH:6][C:5]([NH:8][C:9]([C:11]2[N:23]([CH2:24][C:25]3[CH:30]=[CH:29][CH:28]=[C:27]([F:31])[CH:26]=3)[C:14]3=[N:15][C:16]([C:19]([F:22])([F:21])[F:20])=[CH:17][CH:18]=[C:13]3[CH:12]=2)=[O:10])=[CH:4][CH:3]=1.[NH:32]1[CH2:36][CH2:35][CH2:34][CH2:33]1, predict the reaction product. The product is: [N:32]1([C:2]2[N:7]=[CH:6][C:5]([NH:8][C:9]([C:11]3[N:23]([CH2:24][C:25]4[CH:30]=[CH:29][CH:28]=[C:27]([F:31])[CH:26]=4)[C:14]4=[N:15][C:16]([C:19]([F:22])([F:21])[F:20])=[CH:17][CH:18]=[C:13]4[CH:12]=3)=[O:10])=[CH:4][CH:3]=2)[CH2:36][CH2:35][CH2:34][CH2:33]1. (5) Given the reactants CCN(C(C)C)C(C)C.[OH:10][C:11]1[CH:12]=[CH:13][CH:14]=[C:15]2[C:20]=1[O:19][C:18](=[O:21])[C:17]([C:22]([OH:24])=O)=[CH:16]2.CN(C(ON1N=NC2C=CC=NC1=2)=[N+](C)C)C.F[P-](F)(F)(F)(F)F.[CH3:49][O:50][C:51]1[CH:56]=[CH:55][C:54]([C:57]2[CH:62]=[CH:61][CH:60]=[C:59]([NH2:63])[CH:58]=2)=[CH:53][CH:52]=1, predict the reaction product. The product is: [CH3:49][O:50][C:51]1[CH:52]=[CH:53][C:54]([C:57]2[CH:62]=[CH:61][CH:60]=[C:59]([NH:63][C:22]([C:17]3[C:18](=[O:21])[O:19][C:20]4[C:15]([CH:16]=3)=[CH:14][CH:13]=[CH:12][C:11]=4[OH:10])=[O:24])[CH:58]=2)=[CH:55][CH:56]=1. (6) Given the reactants [Cl:1][C:2]1[N:7]=[C:6](Cl)[CH:5]=[C:4]([CH3:9])[N:3]=1.[NH2:10][C:11]1[S:12][CH:13]=[CH:14][N:15]=1.C(=O)([O-])[O-].[Cs+].[Cs+].CC1(C)C2C=CC=C(P(C3C=CC=CC=3)C3C=CC=CC=3)C=2OC2C1=CC=CC=2P(C1C=CC=CC=1)C1C=CC=CC=1, predict the reaction product. The product is: [Cl:1][C:2]1[N:7]=[C:6]([NH:10][C:11]2[S:12][CH:13]=[CH:14][N:15]=2)[CH:5]=[C:4]([CH3:9])[N:3]=1.